Dataset: Full USPTO retrosynthesis dataset with 1.9M reactions from patents (1976-2016). Task: Predict the reactants needed to synthesize the given product. (1) Given the product [C:1]1([S:7]([N:10]2[C:14]3=[N:15][CH:16]=[C:17]([N+:27]([O-:29])=[O:28])[C:18]([NH:19][CH:20]4[CH2:25][CH2:24][CH2:23][CH:22]([O:26][C:39](=[O:41])[CH3:40])[CH2:21]4)=[C:13]3[CH:12]=[CH:11]2)(=[O:9])=[O:8])[CH:6]=[CH:5][CH:4]=[CH:3][CH:2]=1, predict the reactants needed to synthesize it. The reactants are: [C:1]1([S:7]([N:10]2[C:14]3=[N:15][CH:16]=[C:17]([N+:27]([O-:29])=[O:28])[C:18]([NH:19][C@H:20]4[CH2:25][CH2:24][CH2:23][C@H:22]([OH:26])[CH2:21]4)=[C:13]3[CH:12]=[CH:11]2)(=[O:9])=[O:8])[CH:6]=[CH:5][CH:4]=[CH:3][CH:2]=1.C(N(CC)C(C)C)(C)C.[C:39](Cl)(=[O:41])[CH3:40]. (2) The reactants are: C(OC([N:8]1[CH2:17][CH2:16][C:15]2[C:11](=[C:12](OS(C(F)(F)F)(=O)=O)[N:13]([CH:18]3[CH2:22][CH2:21][CH2:20][CH2:19]3)[N:14]=2)[CH2:10][CH2:9]1)=O)(C)(C)C.[S:31]1[CH:35]=[CH:34][CH:33]=[C:32]1B(O)O. Given the product [CH:18]1([N:13]2[C:12]([C:32]3[S:31][CH:35]=[CH:34][CH:33]=3)=[C:11]3[C:15]([CH2:16][CH2:17][NH:8][CH2:9][CH2:10]3)=[N:14]2)[CH2:19][CH2:20][CH2:21][CH2:22]1, predict the reactants needed to synthesize it. (3) Given the product [Br:1][C:2]1[CH:3]=[CH:4][C:5]([C:8]([OH:18])([C:10]([F:11])([F:12])[F:13])[CH2:9][OH:32])=[CH:6][CH:7]=1, predict the reactants needed to synthesize it. The reactants are: [Br:1][C:2]1[CH:7]=[CH:6][C:5]([C:8]([C:10]([F:13])([F:12])[F:11])=[CH2:9])=[CH:4][CH:3]=1.C[N+]1([O-])CC[O:18]CC1.CC(C)=O.[O-]S([O-])=O.[Na+].[Na+].[OH2:32]. (4) Given the product [CH3:1][O:2][C:3](=[O:11])[C:4]1[CH:9]=[CH:8][C:7]([C:32]#[C:31][Si:33]([CH3:36])([CH3:35])[CH3:34])=[CH:6][CH:5]=1, predict the reactants needed to synthesize it. The reactants are: [CH3:1][O:2][C:3](=[O:11])[C:4]1[CH:9]=[CH:8][C:7](Br)=[CH:6][CH:5]=1.C1C=CC(P(C2C=CC=CC=2)C2C=CC=CC=2)=CC=1.[C:31]([Si:33]([CH3:36])([CH3:35])[CH3:34])#[CH:32].CCN(CC)CC. (5) Given the product [ClH:42].[F:1][C@H:2]1[CH2:3][NH:4][CH2:5][C@H:6]1[O:7][C:8]1[CH:9]=[CH:10][CH:11]=[C:12]2[C:17]=1[N:16]=[C:15]([C:18]1[N:22]3[CH:23]=[CH:24][C:25]([O:27][CH2:28][CH2:29][O:30][CH3:31])=[CH:26][C:21]3=[N:20][CH:19]=1)[CH:14]=[CH:13]2, predict the reactants needed to synthesize it. The reactants are: [F:1][C@H:2]1[C@@H:6]([O:7][C:8]2[CH:9]=[CH:10][CH:11]=[C:12]3[C:17]=2[N:16]=[C:15]([C:18]2[N:22]4[CH:23]=[CH:24][C:25]([O:27][CH2:28][CH2:29][O:30][CH3:31])=[CH:26][C:21]4=[N:20][CH:19]=2)[CH:14]=[CH:13]3)[CH2:5][N:4](C(OCC2C=CC=CC=2)=O)[CH2:3]1.[ClH:42].